Regression/Classification. Given a drug SMILES string, predict its absorption, distribution, metabolism, or excretion properties. Task type varies by dataset: regression for continuous measurements (e.g., permeability, clearance, half-life) or binary classification for categorical outcomes (e.g., BBB penetration, CYP inhibition). For this dataset (solubility_aqsoldb), we predict Y. From a dataset of Aqueous solubility values for 9,982 compounds from the AqSolDB database. (1) The molecule is O=S(=O)([O-])[O-].[Ca+2]. The Y is -1.72 log mol/L. (2) The compound is Clc1ccc(Oc2c(Cl)c(Cl)c(Cl)c(Cl)c2Cl)cc1. The Y is -8.94 log mol/L. (3) The compound is O=C1OC(=O)c2ccc3c4ccc5c6c(ccc(c7ccc1c2c73)c64)C(=O)OC5=O. The Y is -5.59 log mol/L. (4) The drug is CCOc1ccc2c(c1)C(C)=CC(C)(C)N2. The Y is -3.33 log mol/L. (5) The molecule is CCCc1c2c(cc3c(=O)cc(C(=O)O)oc13)CCCC2. The Y is -1.90 log mol/L. (6) The molecule is O=C(c1ccc2ccccc2c1)N(O)c1ccc(Cl)cc1. The Y is -5.47 log mol/L. (7) The molecule is COc1cc(C(C)=O)ccc1O. The Y is -1.52 log mol/L.